From a dataset of Peptide-MHC class I binding affinity with 185,985 pairs from IEDB/IMGT. Regression. Given a peptide amino acid sequence and an MHC pseudo amino acid sequence, predict their binding affinity value. This is MHC class I binding data. (1) The peptide sequence is ETPNELSFL. The MHC is Mamu-B17 with pseudo-sequence Mamu-B17. The binding affinity (normalized) is 0. (2) The MHC is Mamu-A01 with pseudo-sequence Mamu-A01. The peptide sequence is LTKSITTTAS. The binding affinity (normalized) is 0.104. (3) The peptide sequence is YVFPVIFSR. The MHC is HLA-B15:03 with pseudo-sequence HLA-B15:03. The binding affinity (normalized) is 0. (4) The peptide sequence is PTDPNPQEV. The MHC is H-2-Kb with pseudo-sequence H-2-Kb. The binding affinity (normalized) is 0.0870. (5) The peptide sequence is MQLPQGGAF. The MHC is BoLA-D18.4 with pseudo-sequence BoLA-D18.4. The binding affinity (normalized) is 0.541. (6) The peptide sequence is RKIYDLIEL. The MHC is HLA-B51:01 with pseudo-sequence HLA-B51:01. The binding affinity (normalized) is 0. (7) The peptide sequence is VHFRNQVKI. The MHC is HLA-B39:01 with pseudo-sequence HLA-B39:01. The binding affinity (normalized) is 0.321.